Task: Regression. Given two drug SMILES strings and cell line genomic features, predict the synergy score measuring deviation from expected non-interaction effect.. Dataset: NCI-60 drug combinations with 297,098 pairs across 59 cell lines (1) Drug 1: C1=C(C(=O)NC(=O)N1)N(CCCl)CCCl. Drug 2: CC1=C(C=C(C=C1)NC(=O)C2=CC=C(C=C2)CN3CCN(CC3)C)NC4=NC=CC(=N4)C5=CN=CC=C5. Cell line: UACC62. Synergy scores: CSS=30.5, Synergy_ZIP=-5.27, Synergy_Bliss=1.56, Synergy_Loewe=-0.778, Synergy_HSA=1.44. (2) Cell line: SF-539. Synergy scores: CSS=2.88, Synergy_ZIP=6.96, Synergy_Bliss=1.65, Synergy_Loewe=-3.10, Synergy_HSA=-1.20. Drug 1: CCCCCOC(=O)NC1=NC(=O)N(C=C1F)C2C(C(C(O2)C)O)O. Drug 2: CC(C)CN1C=NC2=C1C3=CC=CC=C3N=C2N. (3) Drug 1: CNC(=O)C1=CC=CC=C1SC2=CC3=C(C=C2)C(=NN3)C=CC4=CC=CC=N4. Drug 2: CCCCC(=O)OCC(=O)C1(CC(C2=C(C1)C(=C3C(=C2O)C(=O)C4=C(C3=O)C=CC=C4OC)O)OC5CC(C(C(O5)C)O)NC(=O)C(F)(F)F)O. Cell line: MOLT-4. Synergy scores: CSS=8.06, Synergy_ZIP=-1.41, Synergy_Bliss=2.09, Synergy_Loewe=1.33, Synergy_HSA=3.44. (4) Drug 1: CC12CCC3C(C1CCC2=O)CC(=C)C4=CC(=O)C=CC34C. Drug 2: C1=CC(=C2C(=C1NCCNCCO)C(=O)C3=C(C=CC(=C3C2=O)O)O)NCCNCCO. Cell line: A549. Synergy scores: CSS=57.8, Synergy_ZIP=0.853, Synergy_Bliss=-0.863, Synergy_Loewe=0.568, Synergy_HSA=3.71. (5) Drug 1: CC12CCC3C(C1CCC2=O)CC(=C)C4=CC(=O)C=CC34C. Drug 2: CCC1=C2CN3C(=CC4=C(C3=O)COC(=O)C4(CC)O)C2=NC5=C1C=C(C=C5)O. Cell line: UO-31. Synergy scores: CSS=49.9, Synergy_ZIP=-7.86, Synergy_Bliss=-3.69, Synergy_Loewe=-1.77, Synergy_HSA=-1.23.